This data is from Merck oncology drug combination screen with 23,052 pairs across 39 cell lines. The task is: Regression. Given two drug SMILES strings and cell line genomic features, predict the synergy score measuring deviation from expected non-interaction effect. (1) Drug 1: Nc1ccn(C2OC(CO)C(O)C2(F)F)c(=O)n1. Drug 2: O=C(O)C1(Cc2cccc(Nc3nccs3)n2)CCC(Oc2cccc(Cl)c2F)CC1. Cell line: OVCAR3. Synergy scores: synergy=5.17. (2) Drug 1: Cn1nnc2c(C(N)=O)ncn2c1=O. Drug 2: CC(C)CC(NC(=O)C(Cc1ccccc1)NC(=O)c1cnccn1)B(O)O. Cell line: MDAMB436. Synergy scores: synergy=-2.69. (3) Drug 1: COc1cccc2c1C(=O)c1c(O)c3c(c(O)c1C2=O)CC(O)(C(=O)CO)CC3OC1CC(N)C(O)C(C)O1. Drug 2: O=C(CCCCCCC(=O)Nc1ccccc1)NO. Cell line: CAOV3. Synergy scores: synergy=-6.28. (4) Drug 1: NC(=O)c1cccc2cn(-c3ccc(C4CCCNC4)cc3)nc12. Drug 2: Cc1nc(Nc2ncc(C(=O)Nc3c(C)cccc3Cl)s2)cc(N2CCN(CCO)CC2)n1. Cell line: MDAMB436. Synergy scores: synergy=28.9.